This data is from Full USPTO retrosynthesis dataset with 1.9M reactions from patents (1976-2016). The task is: Predict the reactants needed to synthesize the given product. (1) Given the product [CH3:11][CH:8]1[CH2:7][CH2:6][C:5]([NH:12][C:13](=[O:36])[C:14]2[CH:19]=[CH:18][C:17]([O:20][CH2:21][CH2:22][C:23]3[CH:24]=[C:25]([CH3:29])[CH:26]=[CH:27][CH:28]=3)=[C:16]([CH:30]([OH:35])[C:31]([F:32])([F:33])[F:34])[CH:15]=2)([C:3]([OH:4])=[O:2])[CH2:10][CH2:9]1, predict the reactants needed to synthesize it. The reactants are: C[O:2][C:3]([C:5]1([NH:12][C:13](=[O:36])[C:14]2[CH:19]=[CH:18][C:17]([O:20][CH2:21][CH2:22][C:23]3[CH:24]=[C:25]([CH3:29])[CH:26]=[CH:27][CH:28]=3)=[C:16]([CH:30]([OH:35])[C:31]([F:34])([F:33])[F:32])[CH:15]=2)[CH2:10][CH2:9][CH:8]([CH3:11])[CH2:7][CH2:6]1)=[O:4].[OH-].[Li+].O. (2) The reactants are: CC(OC([NH:8][CH2:9][C:10]([OH:12])=[O:11])=O)(C)C.C(N=C=NC(C)C)(C)C.[CH3:22][CH2:23][C@@:24]1([OH:47])[C:29](=[O:30])[O:28][CH2:27][C:26]2[C:31]([N:33]3[C:45](=[CH:46][C:25]1=2)[C:44]1[N:43]=[C:42]2[C:37]([CH:38]=[CH:39][CH:40]=[CH:41]2)=[CH:36][C:35]=1[CH2:34]3)=[O:32]. Given the product [CH3:22][CH2:23][C@@:24]1([OH:47])[C:29](=[O:30])[O:28][CH2:27][C:26]2[C:31]([N:33]3[C:45](=[CH:46][C:25]1=2)[C:44]1[N:43]=[C:42]2[C:37]([CH:38]=[CH:39][CH:40]=[CH:41]2)=[CH:36][C:35]=1[CH2:34]3)=[O:32].[NH2:8][CH2:9][C:10]([O-:12])=[O:11], predict the reactants needed to synthesize it. (3) Given the product [C:1]([O:5][C:6]([N:8]1[CH:12]([C:13](=[O:15])[NH:26][CH:16]2[C:25]3[C:20](=[CH:21][CH:22]=[CH:23][CH:24]=3)[CH2:19][CH2:18][CH2:17]2)[CH2:11][S:10][CH2:9]1)=[O:7])([CH3:2])([CH3:3])[CH3:4], predict the reactants needed to synthesize it. The reactants are: [C:1]([O:5][C:6]([N:8]1[CH:12]([C:13]([OH:15])=O)[CH2:11][S:10][CH2:9]1)=[O:7])([CH3:4])([CH3:3])[CH3:2].[CH:16]1([NH2:26])[C:25]2[C:20](=[CH:21][CH:22]=[CH:23][CH:24]=2)[CH2:19][CH2:18][CH2:17]1.CN1CCOCC1.C(P1(=O)OP(CCC)(=O)OP(CCC)(=O)O1)CC. (4) Given the product [Cl:11][C:4]1[N:3]=[C:2]([S:20][CH2:17][C:16]2[CH:24]=[CH:23][C:27]([O:26][CH3:25])=[CH:14][CH:15]=2)[C:7]([N+:8]([O-:10])=[O:9])=[CH:6][CH:5]=1, predict the reactants needed to synthesize it. The reactants are: Cl[C:2]1[C:7]([N+:8]([O-:10])=[O:9])=[CH:6][CH:5]=[C:4]([Cl:11])[N:3]=1.CO[C:14]1C=C[C:17]([SH:20])=[CH:16][CH:15]=1.[H-].[Na+].[CH2:23]1[CH2:27][O:26][CH2:25][CH2:24]1. (5) Given the product [CH3:3][C@@H:2]([C@H:10]([C:11]1[C:20]2[C:15](=[CH:16][CH:17]=[CH:18][CH:19]=2)[CH:14]=[CH:13][CH:12]=1)[CH2:9][N+:6]([O-:8])=[O:7])[CH:1]=[O:5], predict the reactants needed to synthesize it. The reactants are: [CH:1](=[O:5])[CH2:2][CH2:3]C.[N+:6](/[CH:9]=[CH:10]/[C:11]1[C:20]2[C:15](=[CH:16][CH:17]=[CH:18][CH:19]=2)[CH:14]=[CH:13][CH:12]=1)([O-:8])=[O:7].CC(O)C.CCCCCC. (6) Given the product [CH2:21]([O:23][C:24]([C:26]1[C:36]([NH2:37])=[N:35][C:29]2[N:30]=[C:31]([NH:20][C:17]3[CH:16]=[CH:15][C:14]([N:11]4[CH2:12][CH2:13][N:8]([C:6]([O:5][C:1]([CH3:4])([CH3:2])[CH3:3])=[O:7])[CH2:9][CH2:10]4)=[CH:19][CH:18]=3)[N:32]=[CH:33][C:28]=2[CH:27]=1)=[O:25])[CH3:22], predict the reactants needed to synthesize it. The reactants are: [C:1]([O:5][C:6]([N:8]1[CH2:13][CH2:12][N:11]([C:14]2[CH:19]=[CH:18][C:17]([NH2:20])=[CH:16][CH:15]=2)[CH2:10][CH2:9]1)=[O:7])([CH3:4])([CH3:3])[CH3:2].[CH2:21]([O:23][C:24]([C:26]1[C:36]([NH2:37])=[N:35][C:29]2[N:30]=[C:31](Cl)[N:32]=[CH:33][C:28]=2[CH:27]=1)=[O:25])[CH3:22].CCCCCC.C(OCC)(=O)C. (7) The reactants are: Cl[C:2]1[C:11]2=[N:12][N:13](CC3C=CC(OC)=CC=3)[CH:14]=[C:10]2[C:9]2[CH:8]=[C:7]([O:24][CH3:25])[C:6]([O:26][CH3:27])=[CH:5][C:4]=2[N:3]=1.[NH2:28][C:29]1[CH:30]=[CH:31][C:32]([O:36][CH3:37])=[C:33]([OH:35])[CH:34]=1.Cl. Given the product [CH3:27][O:26][C:6]1[C:7]([O:24][CH3:25])=[CH:8][C:9]2[C:10]3[C:11](=[N:12][NH:13][CH:14]=3)[C:2]([NH:28][C:29]3[CH:30]=[CH:31][C:32]([O:36][CH3:37])=[C:33]([OH:35])[CH:34]=3)=[N:3][C:4]=2[CH:5]=1, predict the reactants needed to synthesize it.